The task is: Predict the reactants needed to synthesize the given product.. This data is from Full USPTO retrosynthesis dataset with 1.9M reactions from patents (1976-2016). (1) Given the product [F:12][C:6]1[CH:7]=[C:8]([F:11])[CH:9]=[CH:10][C:5]=1[CH2:4][NH:3][O:2][CH3:1], predict the reactants needed to synthesize it. The reactants are: [CH3:1][O:2][N:3]=[CH:4][C:5]1[CH:10]=[CH:9][C:8]([F:11])=[CH:7][C:6]=1[F:12].C([BH3-])#N.[Na+]. (2) Given the product [I:9][C:8]1[C:3]([C:1]2[N:17]=[N:18][NH:19][N:2]=2)=[N:4][C:5]([S:14][CH3:15])=[N:6][C:7]=1[C:10]([F:12])([F:11])[F:13], predict the reactants needed to synthesize it. The reactants are: [C:1]([C:3]1[C:8]([I:9])=[C:7]([C:10]([F:13])([F:12])[F:11])[N:6]=[C:5]([S:14][CH3:15])[N:4]=1)#[N:2].O.[N-:17]=[N+:18]=[N-:19].[Na+].Cl. (3) Given the product [CH3:1][N:2]([CH3:16])[S:3]([C:6]1[CH:7]=[C:8]2[C:12](=[CH:13][CH:14]=1)[NH:11][C:10](=[O:15])[C:9]2=[CH:27][C:26]1[C:25]2[C:20](=[CH:21][CH:22]=[CH:23][CH:24]=2)[NH:19][C:18]=1[CH3:17])(=[O:5])=[O:4], predict the reactants needed to synthesize it. The reactants are: [CH3:1][N:2]([CH3:16])[S:3]([C:6]1[CH:7]=[C:8]2[C:12](=[CH:13][CH:14]=1)[NH:11][C:10](=[O:15])[CH2:9]2)(=[O:5])=[O:4].[CH3:17][C:18]1[NH:19][C:20]2[C:25]([C:26]=1[CH:27]=O)=[CH:24][CH:23]=[CH:22][CH:21]=2.